Dataset: Full USPTO retrosynthesis dataset with 1.9M reactions from patents (1976-2016). Task: Predict the reactants needed to synthesize the given product. (1) Given the product [CH3:22][C:18]1[CH:19]=[C:20]([CH3:21])[N:16]([CH2:15][C:14]([C:13]2[C:6](=[O:7])[CH:5]=[C:4]([CH3:9])[NH:11][C:12]=2[CH3:24])=[O:23])[N:17]=1, predict the reactants needed to synthesize it. The reactants are: CC1(C)[O:7][C:6](=O)[CH:5]=[C:4]([CH3:9])O1.[NH2:11][C:12]([CH3:24])=[CH:13][C:14](=[O:23])[CH2:15][N:16]1[C:20]([CH3:21])=[CH:19][C:18]([CH3:22])=[N:17]1. (2) Given the product [CH3:1][C:2]1[CH:3]=[CH:4][C:5]([S:8]([N:11]2[C@H:20]([CH2:21][CH2:22][C:26]([N:28]3[CH2:29][CH2:30][O:31][CH2:32][CH2:33]3)=[O:27])[CH2:19][C:18]3[C:13](=[CH:14][CH:15]=[CH:16][CH:17]=3)[CH2:12]2)(=[O:10])=[O:9])=[CH:6][CH:7]=1, predict the reactants needed to synthesize it. The reactants are: [CH3:1][C:2]1[CH:7]=[CH:6][C:5]([S:8]([N:11]2[C@H:20]([CH2:21][CH:22]([C:26]([N:28]3[CH2:33][CH2:32][O:31][CH2:30][CH2:29]3)=[O:27])C(O)=O)[CH2:19][C:18]3[C:13](=[CH:14][CH:15]=[CH:16][CH:17]=3)[CH2:12]2)(=[O:10])=[O:9])=[CH:4][CH:3]=1.[Cl-].[Na+].O. (3) The reactants are: Cl[C:2]1[C:7]([C:8]([F:11])([F:10])[F:9])=[CH:6][CH:5]=[CH:4][N:3]=1.[NH2:12][C:13]1[CH:17]=[CH:16][N:15]([CH3:18])[N:14]=1.Cl[C:20]1[C:29]2[C:24](=[CH:25][CH:26]=[C:27]([OH:30])[CH:28]=2)[N:23]=[CH:22][N:21]=1. Given the product [CH3:18][N:15]1[CH:16]=[CH:17][C:13]([NH:12][C:20]2[C:29]3[C:24](=[CH:25][CH:26]=[C:27]([O:30][C:2]4[C:7]([C:8]([F:11])([F:10])[F:9])=[CH:6][CH:5]=[CH:4][N:3]=4)[CH:28]=3)[N:23]=[CH:22][N:21]=2)=[N:14]1, predict the reactants needed to synthesize it. (4) Given the product [CH3:7][C:6]([CH:8]1[C:17]([CH3:23])([CH3:22])[CH2:18][CH:19]=[CH:10][CH:9]1[CH3:11])=[O:5], predict the reactants needed to synthesize it. The reactants are: [Cl-].[Al+3].[Cl-].[Cl-].[O:5]=[C:6]([CH:8]=[C:9]([CH3:11])[CH3:10])[CH3:7].C=CC=CC.[C:17]1([CH3:23])[CH:22]=CC=[CH:19][CH:18]=1. (5) Given the product [Si:7]([O:6][CH2:42][CH:37]([CH2:36][N:24]1[C:23]([C:19]2[CH:20]=[CH:21][CH:22]=[C:17]([F:16])[CH:18]=2)=[C:31]2[C:26]([N:27]([CH3:35])[C:28](=[O:34])[N:29]([CH3:33])[C:30]2=[O:32])=[CH:25]1)[CH2:38][C:39]([OH:41])=[O:40])([C:10]([CH3:11])([CH3:12])[CH3:13])([CH3:8])[CH3:9], predict the reactants needed to synthesize it. The reactants are: FC(F)(F)S([O:6][Si:7]([C:10]([CH3:13])([CH3:12])[CH3:11])([CH3:9])[CH3:8])(=O)=O.[F:16][C:17]1[CH:18]=[C:19]([C:23]2[N:24]([CH2:36][CH:37]([CH2:42]O)[CH2:38][C:39]([O-:41])=[O:40])[CH:25]=[C:26]3[C:31]=2[C:30](=[O:32])[N:29]([CH3:33])[C:28](=[O:34])[N:27]3[CH3:35])[CH:20]=[CH:21][CH:22]=1.[Na+].N1C(C)=CC=CC=1C.Cl.N1C=CC=CC=1. (6) Given the product [ClH:18].[ClH:18].[F:1][C:2]([F:37])([F:36])[C:3]1[CH:4]=[C:5]([CH:29]=[C:30]([C:32]([F:35])([F:34])[F:33])[CH:31]=1)[C:6]([N:8]1[CH2:13][CH2:12][N:11]([CH2:14][C:15]#[C:16][CH2:17][N:42]2[CH2:43][CH2:44][CH2:45][C@@H:41]2[CH2:40][O:39][CH3:38])[CH2:10][C@H:9]1[CH2:19][C:20]1[C:28]2[C:23](=[CH:24][CH:25]=[CH:26][CH:27]=2)[NH:22][CH:21]=1)=[O:7], predict the reactants needed to synthesize it. The reactants are: [F:1][C:2]([F:37])([F:36])[C:3]1[CH:4]=[C:5]([CH:29]=[C:30]([C:32]([F:35])([F:34])[F:33])[CH:31]=1)[C:6]([N:8]1[CH2:13][CH2:12][N:11]([CH2:14][C:15]#[C:16][CH2:17][Cl:18])[CH2:10][C@H:9]1[CH2:19][C:20]1[C:28]2[C:23](=[CH:24][CH:25]=[CH:26][CH:27]=2)[NH:22][CH:21]=1)=[O:7].[CH3:38][O:39][CH2:40][C@H:41]1[CH2:45][CH2:44][CH2:43][NH:42]1.C(=O)([O-])[O-].[K+].[K+].[I-].[K+]. (7) Given the product [I:15][C:8]1[C:7]2[C:11](=[CH:12][CH:13]=[CH:14][C:6]=2[N+:3]([O-:5])=[O:4])[NH:10][N:9]=1, predict the reactants needed to synthesize it. The reactants are: [OH-].[K+].[N+:3]([C:6]1[CH:14]=[CH:13][CH:12]=[C:11]2[C:7]=1[CH:8]=[N:9][NH:10]2)([O-:5])=[O:4].[I:15]I.